Dataset: Reaction yield outcomes from USPTO patents with 853,638 reactions. Task: Predict the reaction yield, written as a fraction of the theoretical maximum amount of product (1.0 means a 100% yield; for example, 0.34 means a 34% yield). (1) The reactants are [NH2:1][C:2]1[CH:12]=[C:5]2[CH2:6][N:7]([CH3:11])[C:8](=[O:10])[CH2:9][N:4]2[N:3]=1.Br[C:14]1[C:15](=[O:22])[N:16]([CH3:21])[CH:17]=[C:18]([Br:20])[CH:19]=1.C(=O)([O-])[O-].[Cs+].[Cs+].CC1(C)C2C(=C(P(C3C=CC=CC=3)C3C=CC=CC=3)C=CC=2)OC2C(P(C3C=CC=CC=3)C3C=CC=CC=3)=CC=CC1=2. The catalyst is C1C=CC(/C=C/C(/C=C/C2C=CC=CC=2)=O)=CC=1.C1C=CC(/C=C/C(/C=C/C2C=CC=CC=2)=O)=CC=1.C1C=CC(/C=C/C(/C=C/C2C=CC=CC=2)=O)=CC=1.[Pd].[Pd].O1CCOCC1. The product is [Br:20][C:18]1[CH:19]=[C:14]([NH:1][C:2]2[CH:12]=[C:5]3[CH2:6][N:7]([CH3:11])[C:8](=[O:10])[CH2:9][N:4]3[N:3]=2)[C:15](=[O:22])[N:16]([CH3:21])[CH:17]=1. The yield is 0.610. (2) The reactants are [C:1]12([N:6]([CH3:17])[C:7](=[O:16])[C:8]3[CH:13]=[C:12]([Br:14])[CH:11]=[N:10][C:9]=3F)[CH2:5][CH:3]([CH2:4]1)[CH2:2]2.C[CH2:19][N:20](C(C)C)[CH:21](C)C.CNC. The catalyst is C1COCC1. The product is [C:1]12([N:6]([CH3:17])[C:7](=[O:16])[C:8]3[CH:13]=[C:12]([Br:14])[CH:11]=[N:10][C:9]=3[N:20]([CH3:21])[CH3:19])[CH2:5][CH:3]([CH2:4]1)[CH2:2]2. The yield is 0.780. (3) The reactants are [C:1]([O:5][C:6]([NH:8][C@@H:9]([CH2:13][CH2:14][CH2:15][C@H:16]([O:26][CH2:27][CH2:28][CH3:29])[C@H:17]([C@@H:23]([OH:25])[CH3:24])[CH2:18][CH2:19][CH:20]([CH3:22])[CH3:21])[C:10](O)=[O:11])=[O:7])([CH3:4])([CH3:3])[CH3:2].CC1C=CC=C([N+]([O-])=O)C=1C(OC(C1C([N+]([O-])=O)=CC=CC=1C)=O)=O. The catalyst is C(Cl)Cl.CN(C1C=CN=CC=1)C. The product is [CH2:18]([C@H:17]1[C@H:23]([CH3:24])[O:25][C:10](=[O:11])[C@@H:9]([NH:8][C:6](=[O:7])[O:5][C:1]([CH3:4])([CH3:3])[CH3:2])[CH2:13][CH2:14][CH2:15][C@@H:16]1[O:26][CH2:27][CH2:28][CH3:29])[CH2:19][CH:20]([CH3:22])[CH3:21]. The yield is 0.590.